From a dataset of Peptide-MHC class II binding affinity with 134,281 pairs from IEDB. Regression. Given a peptide amino acid sequence and an MHC pseudo amino acid sequence, predict their binding affinity value. This is MHC class II binding data. The peptide sequence is SWIQSIPFVHLGHRD. The MHC is DRB1_1101 with pseudo-sequence DRB1_1101. The binding affinity (normalized) is 0.486.